Dataset: Catalyst prediction with 721,799 reactions and 888 catalyst types from USPTO. Task: Predict which catalyst facilitates the given reaction. (1) Reactant: Br[C:2]1[CH:10]=[CH:9][C:5]([C:6]([OH:8])=[O:7])=[C:4]([O:11][C:12]([F:15])([F:14])[F:13])[CH:3]=1.[CH:16]([B-](F)(F)F)=[CH2:17].[K+].C([O-])([O-])=O.[K+].[K+]. Product: [F:13][C:12]([F:15])([F:14])[O:11][C:4]1[CH:3]=[C:2]([CH:16]=[CH2:17])[CH:10]=[CH:9][C:5]=1[C:6]([OH:8])=[O:7]. The catalyst class is: 58. (2) Product: [CH:1]1([C:4]2[NH:8][C:7]3[CH:9]=[C:10]([C:27]4[C:28]([CH3:33])=[N:29][O:30][C:31]=4[CH3:32])[CH:11]=[C:12]([C:13]([OH:26])([C:20]4[CH:25]=[CH:24][CH:23]=[CH:22][N:21]=4)[CH:14]4[CH2:18][CH2:17][CH2:16][CH:15]4[OH:19])[C:6]=3[N:5]=2)[CH2:3][CH2:2]1. The catalyst class is: 5. Reactant: [CH:1]1([C:4]2[NH:8][C:7]3[CH:9]=[C:10]([C:27]4[C:28]([CH3:33])=[N:29][O:30][C:31]=4[CH3:32])[CH:11]=[C:12]([C:13]([OH:26])([C:20]4[CH:25]=[CH:24][CH:23]=[CH:22][N:21]=4)[CH:14]4[CH2:18][CH2:17][CH2:16][C:15]4=[O:19])[C:6]=3[N:5]=2)[CH2:3][CH2:2]1.[BH4-].[Na+]. (3) Reactant: Br[C:2]1[CH:3]=[CH:4][C:5]2[C:6]3[N:15]([C@H:16]4[CH2:20][CH2:19][O:18][CH2:17]4)[N:14]=[CH:13][C:7]=3[C:8](=[O:12])[NH:9][C:10]=2[CH:11]=1.[CH3:21][O:22][C:23]1[C:28]([CH3:29])=[C:27](B(O)O)[C:26]([CH3:33])=[CH:25][N:24]=1.C(=O)([O-])[O-].[Cs+].[Cs+].CN(C=O)C. Product: [CH3:21][O:22][C:23]1[C:28]([CH3:29])=[C:27]([C:2]2[CH:3]=[CH:4][C:5]3[C:6]4[N:15]([C@H:16]5[CH2:20][CH2:19][O:18][CH2:17]5)[N:14]=[CH:13][C:7]=4[C:8](=[O:12])[NH:9][C:10]=3[CH:11]=2)[C:26]([CH3:33])=[CH:25][N:24]=1. The catalyst class is: 189. (4) Reactant: [F:1][C:2]1[C:3]([O:29]C)=[C:4]([C:8]2[N:13]([CH2:14][CH2:15][C:16]3[CH:21]=[CH:20][CH:19]=[CH:18][C:17]=3[F:22])[C:12](=[O:23])[C:11]([CH2:24][CH:25]([CH3:27])[CH3:26])=[C:10]([CH3:28])[N:9]=2)[CH:5]=[CH:6][CH:7]=1.B(Br)(Br)Br. Product: [F:1][C:2]1[C:3]([OH:29])=[C:4]([C:8]2[N:13]([CH2:14][CH2:15][C:16]3[CH:21]=[CH:20][CH:19]=[CH:18][C:17]=3[F:22])[C:12](=[O:23])[C:11]([CH2:24][CH:25]([CH3:26])[CH3:27])=[C:10]([CH3:28])[N:9]=2)[CH:5]=[CH:6][CH:7]=1. The catalyst class is: 793. (5) Reactant: Br[C:2]1[C:11]2[C:6](=[CH:7][CH:8]=[CH:9][CH:10]=2)[CH:5]=[C:4]([NH:12][C:13]([C:15]2([C:18]3[CH:28]=[CH:27][C:21]4[O:22][C:23]([F:26])([F:25])[O:24][C:20]=4[CH:19]=3)[CH2:17][CH2:16]2)=[O:14])[N:3]=1.[C:29]([O:33][C:34]([C:36]1[CH:37]=[C:38](B(O)O)[CH:39]=[CH:40][CH:41]=1)=[O:35])([CH3:32])([CH3:31])[CH3:30].C([O-])([O-])=O.[Na+].[Na+]. Product: [F:25][C:23]1([F:26])[O:22][C:21]2[CH:27]=[CH:28][C:18]([C:15]3([C:13]([NH:12][C:4]4[N:3]=[C:2]([C:40]5[CH:41]=[C:36]([CH:37]=[CH:38][CH:39]=5)[C:34]([O:33][C:29]([CH3:31])([CH3:32])[CH3:30])=[O:35])[C:11]5[C:6]([CH:5]=4)=[CH:7][CH:8]=[CH:9][CH:10]=5)=[O:14])[CH2:17][CH2:16]3)=[CH:19][C:20]=2[O:24]1. The catalyst class is: 853.